The task is: Predict the product of the given reaction.. This data is from Forward reaction prediction with 1.9M reactions from USPTO patents (1976-2016). (1) The product is: [Cl:21][C:5]1[CH:4]=[C:3]([NH:11][CH2:12][CH2:13][N:14]2[CH2:19][CH2:18][CH:17]([CH3:20])[CH2:16][CH2:15]2)[CH:2]=[CH:7][C:6]=1[NH2:8]. Given the reactants Cl[C:2]1[CH:7]=[C:6]([N+:8]([O-])=O)[CH:5]=[CH:4][C:3]=1[NH:11][CH2:12][CH2:13][N:14]1[CH2:19][CH2:18][CH:17]([CH3:20])[CH2:16][CH2:15]1.[Cl:21]CCl.CO, predict the reaction product. (2) Given the reactants [CH3:1][N:2]1[CH2:7][CH2:6][N:5]([C:8]2[N:13]3[C:14]([CH:30]=[O:31])=[C:15]([CH2:17][N:18]([CH3:29])[C@@H:19]4[C:28]5[N:27]=[CH:26][CH:25]=[CH:24][C:23]=5[CH2:22][CH2:21][CH2:20]4)[N:16]=[C:12]3[CH:11]=[CH:10][CH:9]=2)[CH2:4][CH2:3]1.[CH3:32][Mg]Br, predict the reaction product. The product is: [CH3:1][N:2]1[CH2:7][CH2:6][N:5]([C:8]2[N:13]3[C:14]([CH:30]([OH:31])[CH3:32])=[C:15]([CH2:17][N:18]([CH3:29])[C@@H:19]4[C:28]5[N:27]=[CH:26][CH:25]=[CH:24][C:23]=5[CH2:22][CH2:21][CH2:20]4)[N:16]=[C:12]3[CH:11]=[CH:10][CH:9]=2)[CH2:4][CH2:3]1. (3) Given the reactants [F:1][CH:2]([CH2:7][CH2:8][CH2:9][C:10]1[CH:15]=[CH:14][CH:13]=[CH:12][CH:11]=1)[C:3]([O:5]C)=O.[F:16][C:17]([Si](C)(C)C)([F:19])[F:18].Cl, predict the reaction product. The product is: [F:16][C:17]([F:19])([F:18])[C:3](=[O:5])[CH:2]([F:1])[CH2:7][CH2:8][CH2:9][C:10]1[CH:15]=[CH:14][CH:13]=[CH:12][CH:11]=1. (4) Given the reactants [C:1]([OH:4])(=O)[CH3:2].C(OC(=O)C)(=O)C.[CH3:12][C:13]1([CH3:23])[C:22]2[C:17](=[CH:18]C=C[CH:21]=2)[CH2:16][CH2:15][CH2:14]1, predict the reaction product. The product is: [CH3:12][C:13]1([CH3:23])[C:14]2[C:2](=[CH:18][CH:17]=[CH:16][CH:15]=2)[C:1](=[O:4])[CH2:21][CH2:22]1. (5) The product is: [O:11]([C@@H:8]1[CH2:9][CH2:10][C@H:5]([C:3]([NH:19][NH2:20])=[O:2])[CH2:6][CH2:7]1)[C:12]1[CH:17]=[CH:16][CH:15]=[CH:14][CH:13]=1. Given the reactants C[O:2][C:3]([C@H:5]1[CH2:10][CH2:9][C@@H:8]([O:11][C:12]2[CH:17]=[CH:16][CH:15]=[CH:14][CH:13]=2)[CH2:7][CH2:6]1)=O.O.[NH2:19][NH2:20], predict the reaction product. (6) Given the reactants [F:1][C:2]1[CH:3]=[CH:4][C:5]([C@@H:8]([OH:12])[CH2:9][NH:10][CH3:11])=[N:6][CH:7]=1.Br[CH:14]([C:16]1[C:17]([Cl:23])=[N:18][C:19]([Cl:22])=[CH:20][CH:21]=1)[CH3:15].C(=O)([O-])[O-].[Cs+].[Cs+], predict the reaction product. The product is: [Cl:23][C:17]1[C:16]([CH:14]([N:10]([CH3:11])[CH2:9][C@@H:8]([C:5]2[CH:4]=[CH:3][C:2]([F:1])=[CH:7][N:6]=2)[OH:12])[CH3:15])=[CH:21][CH:20]=[C:19]([Cl:22])[N:18]=1.